Dataset: Catalyst prediction with 721,799 reactions and 888 catalyst types from USPTO. Task: Predict which catalyst facilitates the given reaction. Reactant: Cl.Cl.[F:3][C:4]1[CH:5]=[CH:6][C:7]([O:28][CH2:29][C:30]2[CH:35]=[CH:34][C:33]([CH2:36][CH2:37][C:38]3[CH:43]=[CH:42][C:41]([C:44]([F:47])([F:46])[F:45])=[CH:40][CH:39]=3)=[CH:32][CH:31]=2)=[C:8]([CH2:10][CH2:11][NH:12][CH:13]2[CH2:22][CH2:21][CH2:20][C:19]3[N:18]=[C:17]([C:23]([O:25][CH2:26][CH3:27])=[O:24])[CH:16]=[CH:15][C:14]2=3)[CH:9]=1.C(N(CC)CC)C.C(OCC)(=O)C.O. Product: [F:3][C:4]1[CH:5]=[CH:6][C:7]([O:28][CH2:29][C:30]2[CH:35]=[CH:34][C:33]([CH2:36][CH2:37][C:38]3[CH:39]=[CH:40][C:41]([C:44]([F:47])([F:45])[F:46])=[CH:42][CH:43]=3)=[CH:32][CH:31]=2)=[C:8]([CH2:10][CH2:11][NH:12][CH:13]2[CH2:22][CH2:21][CH2:20][C:19]3[N:18]=[C:17]([C:23]([O:25][CH2:26][CH3:27])=[O:24])[CH:16]=[CH:15][C:14]2=3)[CH:9]=1. The catalyst class is: 1.